Dataset: Full USPTO retrosynthesis dataset with 1.9M reactions from patents (1976-2016). Task: Predict the reactants needed to synthesize the given product. Given the product [CH2:1]([N:8]1[CH2:12][CH:25]([N+:26]([O-:28])=[O:27])[CH:24]([C:20]2[CH:21]=[CH:22][CH:23]=[C:18]([Br:17])[CH:19]=2)[CH2:9]1)[C:2]1[CH:7]=[CH:6][CH:5]=[CH:4][CH:3]=1, predict the reactants needed to synthesize it. The reactants are: [CH2:1]([N:8]([CH2:12][Si](C)(C)C)[CH2:9]OC)[C:2]1[CH:7]=[CH:6][CH:5]=[CH:4][CH:3]=1.[Br:17][C:18]1[CH:23]=[CH:22][CH:21]=[C:20](/[CH:24]=[CH:25]/[N+:26]([O-:28])=[O:27])[CH:19]=1.C(O)(C(F)(F)F)=O.